This data is from Full USPTO retrosynthesis dataset with 1.9M reactions from patents (1976-2016). The task is: Predict the reactants needed to synthesize the given product. (1) Given the product [CH3:20][O:21][C:22]([C@@H:24]1[C@@H:28]([N:29]=[N+:30]=[N-:31])[C@@H:27]([O:32][C:33](=[O:35])[CH3:34])[C@H:26]([N:6]2[CH:5]=[N:4][C:3]3[C:7]2=[N:8][CH:9]=[N:10][C:2]=3[Cl:1])[O:25]1)=[O:23], predict the reactants needed to synthesize it. The reactants are: [Cl:1][C:2]1[N:10]=[CH:9][N:8]=[C:7]2[C:3]=1[NH:4][CH:5]=[N:6]2.C[Si](C)(C)N[Si](C)(C)C.[CH3:20][O:21][C:22]([C@@H:24]1[C@@H:28]([N:29]=[N+:30]=[N-:31])[C@@H:27]([O:32][C:33](=[O:35])[CH3:34])[CH:26](OC(=O)C)[O:25]1)=[O:23].FC(F)(F)S(O[Si](C)(C)C)(=O)=O. (2) Given the product [C:1]([O:5][C:6]([NH:8][C@@H:9]([C:11]1[C:12]([F:43])=[C:13]([C:17]2[CH:22]=[C:21]([N:23]([CH2:24][CH2:25][F:26])[CH3:44])[CH:20]=[C:19]([CH2:27][O:28][C:29]3[CH:34]=[CH:33][CH:32]=[CH:31][C:30]=3[CH2:35][C:36]([O:38][C:39]([CH3:42])([CH3:41])[CH3:40])=[O:37])[CH:18]=2)[CH:14]=[CH:15][CH:16]=1)[CH3:10])=[O:7])([CH3:4])([CH3:2])[CH3:3], predict the reactants needed to synthesize it. The reactants are: [C:1]([O:5][C:6]([NH:8][C@@H:9]([C:11]1[C:12]([F:43])=[C:13]([C:17]2[CH:22]=[C:21]([NH:23][CH2:24][CH2:25][F:26])[CH:20]=[C:19]([CH2:27][O:28][C:29]3[CH:34]=[CH:33][CH:32]=[CH:31][C:30]=3[CH2:35][C:36]([O:38][C:39]([CH3:42])([CH3:41])[CH3:40])=[O:37])[CH:18]=2)[CH:14]=[CH:15][CH:16]=1)[CH3:10])=[O:7])([CH3:4])([CH3:3])[CH3:2].[CH2:44]=O.[BH4-].[Na+]. (3) Given the product [NH:4]1[CH:8]=[CH:7][C:6]([NH:9][C:10]2[N:11]=[C:12]3[CH:17]=[CH:16][C:15]([C:18]4[CH:19]=[N:20][CH:21]=[N:22][CH:23]=4)=[CH:14][N:13]3[C:24]=2[C:25]2[N:30]=[C:29]([CH3:31])[N:28]=[C:27]([NH:32][C:33](=[O:35])[CH3:34])[CH:26]=2)=[N:5]1, predict the reactants needed to synthesize it. The reactants are: C([N:4]1[CH:8]=[CH:7][C:6]([NH:9][C:10]2[N:11]=[C:12]3[CH:17]=[CH:16][C:15]([C:18]4[CH:19]=[N:20][CH:21]=[N:22][CH:23]=4)=[CH:14][N:13]3[C:24]=2[C:25]2[N:30]=[C:29]([CH3:31])[N:28]=[C:27]([NH:32][C:33](=[O:35])[CH3:34])[CH:26]=2)=[N:5]1)(=O)C.C(Cl)Cl.C(=O)([O-])[O-]. (4) Given the product [Br:1][C:2]1[N:7]=[C:6]([C:8]([O:10][CH3:11])=[O:9])[C:5]([O:12][CH2:21][CH2:20][O:13][C:14]2[CH:19]=[CH:18][CH:17]=[CH:16][CH:15]=2)=[CH:4][CH:3]=1, predict the reactants needed to synthesize it. The reactants are: [Br:1][C:2]1[N:7]=[C:6]([C:8]([O:10][CH3:11])=[O:9])[C:5]([OH:12])=[CH:4][CH:3]=1.[O:13]([CH2:20][CH2:21]O)[C:14]1[CH:19]=[CH:18][CH:17]=[CH:16][CH:15]=1.CC(OC(/N=N/C(OC(C)C)=O)=O)C. (5) Given the product [Cl:1][C:2]1[CH:3]=[C:4]([CH:5]=[CH:6][C:7]=1[F:8])[NH:9][C:10]1[C:19]2[C:14](=[CH:15][C:16]([O:27][CH3:28])=[CH:17][C:18]=2[O:20][CH2:21][CH:22]2[CH2:26][CH2:25][N:24]([C:30](=[O:31])[CH2:29][OH:32])[CH2:23]2)[N:13]=[CH:12][N:11]=1, predict the reactants needed to synthesize it. The reactants are: [Cl:1][C:2]1[CH:3]=[C:4]([NH:9][C:10]2[C:19]3[C:14](=[CH:15][C:16]([O:27][CH3:28])=[CH:17][C:18]=3[O:20][CH2:21][CH:22]3[CH2:26][CH2:25][NH:24][CH2:23]3)[N:13]=[CH:12][N:11]=2)[CH:5]=[CH:6][C:7]=1[F:8].[C:29](O)(=[O:32])[CH2:30][OH:31].